Dataset: Full USPTO retrosynthesis dataset with 1.9M reactions from patents (1976-2016). Task: Predict the reactants needed to synthesize the given product. (1) Given the product [C:1]([N:35]1[CH2:34][CH2:33][CH:32]([N:30]2[CH:31]=[C:27]([C:8]3[C:9]([O:25][CH3:26])=[C:10]([CH:12]([N:14]4[C:18]5=[N:19][CH:20]=[N:21][C:22]([NH2:23])=[C:17]5[C:16]([CH3:24])=[N:15]4)[CH3:13])[CH:11]=[C:6]([Cl:5])[C:7]=3[CH3:38])[CH:28]=[N:29]2)[CH2:37][CH2:36]1)(=[O:3])[CH3:2], predict the reactants needed to synthesize it. The reactants are: [C:1](Cl)(=[O:3])[CH3:2].[Cl:5][C:6]1[C:7]([CH3:38])=[C:8]([C:27]2[CH:28]=[N:29][N:30]([CH:32]3[CH2:37][CH2:36][NH:35][CH2:34][CH2:33]3)[CH:31]=2)[C:9]([O:25][CH3:26])=[C:10]([CH:12]([N:14]2[C:18]3=[N:19][CH:20]=[N:21][C:22]([NH2:23])=[C:17]3[C:16]([CH3:24])=[N:15]2)[CH3:13])[CH:11]=1.C(N(C(C)C)CC)(C)C.C(N(CC)C(C)C)(C)C. (2) The reactants are: [Cl:1][C:2]1[CH:3]=[C:4]([CH2:8][S:9]([NH:12]CC2C=CC(OC)=CC=2OC)(=[O:11])=[O:10])[CH:5]=[CH:6][CH:7]=1.C[Li].[CH3:26][C:27]([CH3:29])=[O:28].FC(F)(F)C(O)=O. Given the product [Cl:1][C:2]1[CH:3]=[C:4]([CH:8]([S:9]([NH2:12])(=[O:10])=[O:11])[C:27]([OH:28])([CH3:29])[CH3:26])[CH:5]=[CH:6][CH:7]=1, predict the reactants needed to synthesize it. (3) Given the product [NH2:25][CH2:26][CH2:27][C:28]1[CH:33]=[CH:32][C:31]([OH:35])=[C:30]([OH:36])[CH:29]=1, predict the reactants needed to synthesize it. The reactants are: CCCN1[C@@H]2CC3C4C(=CC=CC=4NC=3)[C@H]2C[C@@H](CSC)C1.C1[C:33]2[C:28](=[CH:29][C:30]([OH:36])=[C:31]([OH:35])[C:32]=2Cl)[CH:27](C2C=CC=CC=2)[CH2:26][NH:25]C1. (4) Given the product [C:16]([O:19][C:20]([N:12]1[CH2:13][CH2:14][C:10]([C:7]2[CH:6]=[CH:5][C:4]([N+:1]([O-:3])=[O:2])=[CH:9][CH:8]=2)=[N:11]1)=[O:21])([CH3:18])([CH3:17])[CH3:15], predict the reactants needed to synthesize it. The reactants are: [N+:1]([C:4]1[CH:9]=[CH:8][C:7]([C:10]2[CH2:14][CH2:13][NH:12][N:11]=2)=[CH:6][CH:5]=1)([O-:3])=[O:2].[CH3:15][C:16]([O:19][C:20](O[C:20]([O:19][C:16]([CH3:18])([CH3:17])[CH3:15])=[O:21])=[O:21])([CH3:18])[CH3:17].O.